Dataset: Catalyst prediction with 721,799 reactions and 888 catalyst types from USPTO. Task: Predict which catalyst facilitates the given reaction. (1) Reactant: [OH:1][C:2]1[C:7]2[CH2:8][CH2:9][O:10][C:11]3[C:12](=[CH:13][C:14]4[CH:15]=[CH:16][N:17]([CH3:20])[C:18]=4[CH:19]=3)[C:6]=2[NH:5][C:4](=[O:21])[C:3]=1[C:22]([O:24]C)=[O:23].[Li+].[I-].Cl. Product: [OH:1][C:2]1[C:7]2[CH2:8][CH2:9][O:10][C:11]3[C:12](=[CH:13][C:14]4[CH:15]=[CH:16][N:17]([CH3:20])[C:18]=4[CH:19]=3)[C:6]=2[NH:5][C:4](=[O:21])[C:3]=1[C:22]([OH:24])=[O:23]. The catalyst class is: 25. (2) Reactant: [N+:1]([C:4]1[CH:9]=[CH:8][CH:7]=[CH:6][C:5]=1[CH2:10][C:11]([O:13][CH2:14][CH3:15])=[O:12])([O-])=O.N#N. Product: [NH2:1][C:4]1[CH:9]=[CH:8][CH:7]=[CH:6][C:5]=1[CH2:10][C:11]([O:13][CH2:14][CH3:15])=[O:12]. The catalyst class is: 99.